Dataset: Forward reaction prediction with 1.9M reactions from USPTO patents (1976-2016). Task: Predict the product of the given reaction. (1) Given the reactants [CH2:1]([NH2:4])[CH2:2][CH3:3].[Cl:5][C:6]1[CH:7]=[C:8]2[CH:14]=[C:13]([C:15]([NH:17][C@@H:18]([CH2:24][C:25]3[CH:30]=[CH:29][CH:28]=[CH:27][CH:26]=3)[C@@H:19]([OH:23])[C:20]([OH:22])=O)=[O:16])[NH:12][C:9]2=[CH:10][N:11]=1.C1C=CC2N(O)N=NC=2C=1.CCN(C(C)C)C(C)C.CCN=C=NCCCN(C)C, predict the reaction product. The product is: [CH2:24]([C@H:18]([NH:17][C:15]([C:13]1[NH:12][C:9]2=[CH:10][N:11]=[C:6]([Cl:5])[CH:7]=[C:8]2[CH:14]=1)=[O:16])[C@@H:19]([OH:23])[C:20](=[O:22])[NH:4][CH2:1][CH2:2][CH3:3])[C:25]1[CH:30]=[CH:29][CH:28]=[CH:27][CH:26]=1. (2) Given the reactants [Cl:1][C:2]1[CH:9]=[CH:8][C:5]([CH2:6][NH2:7])=[CH:4][CH:3]=1.C(N)C1C=CC=CC=1.[NH2:18][C:19]1[S:20][C:21]([C:25](O)=[O:26])=[C:22]([CH3:24])[N:23]=1, predict the reaction product. The product is: [Cl:1][C:2]1[CH:9]=[CH:8][C:5]([CH2:6][NH:7][C:25]([C:21]2[S:20][C:19]([NH2:18])=[N:23][C:22]=2[CH3:24])=[O:26])=[CH:4][CH:3]=1. (3) Given the reactants [C:1]([O:5][C:6]([N:8]1[CH2:13][CH:12]=[C:11](OS(C(F)(F)F)(=O)=O)[CH2:10][CH2:9]1)=[O:7])([CH3:4])([CH3:3])[CH3:2].C([O-])(=O)C.[Na+].[B:27]1([B:27]2[O:31][C:30]([CH3:33])([CH3:32])[C:29]([CH3:35])([CH3:34])[O:28]2)[O:31][C:30]([CH3:33])([CH3:32])[C:29]([CH3:35])([CH3:34])[O:28]1, predict the reaction product. The product is: [C:1]([O:5][C:6]([N:8]1[CH2:13][CH:12]=[C:11]([B:27]2[O:31][C:30]([CH3:33])([CH3:32])[C:29]([CH3:35])([CH3:34])[O:28]2)[CH2:10][CH2:9]1)=[O:7])([CH3:4])([CH3:3])[CH3:2].